Predict the product of the given reaction. From a dataset of Forward reaction prediction with 1.9M reactions from USPTO patents (1976-2016). The product is: [CH:1]1([CH2:6][C@@H:7]([C:16](=[O:31])[N:17]2[CH:21]([C:22]([NH:24][C:25]3[N:26]=[CH:27][CH:28]=[CH:29][N:30]=3)=[O:23])[CH2:20][CH:19]=[N:18]2)[CH2:8][C:9]([OH:11])=[O:10])[CH2:5][CH2:4][CH2:3][CH2:2]1. Given the reactants [CH:1]1([CH2:6][C@@H:7]([C:16](=[O:31])[N:17]2[CH:21]([C:22]([NH:24][C:25]3[N:30]=[CH:29][CH:28]=[CH:27][N:26]=3)=[O:23])[CH2:20][CH:19]=[N:18]2)[CH2:8][C:9]([O:11]C(C)(C)C)=[O:10])[CH2:5][CH2:4][CH2:3][CH2:2]1.Cl, predict the reaction product.